This data is from Reaction yield outcomes from USPTO patents with 853,638 reactions. The task is: Predict the reaction yield, written as a fraction of the theoretical maximum amount of product (1.0 means a 100% yield; for example, 0.34 means a 34% yield). (1) The reactants are [OH-].[Na+].C([O:5][C:6](=[O:41])[CH2:7][C:8]1[CH:9]=[N:10][C:11]([C:14]2[CH:19]=[CH:18][C:17]([C:20]([CH2:38][CH3:39])([C:23]3[CH:28]=[CH:27][C:26]([CH2:29][CH2:30][CH:31]([OH:36])[C:32]([CH3:35])([CH3:34])[CH3:33])=[C:25]([CH3:37])[CH:24]=3)[CH2:21][CH3:22])=[CH:16][C:15]=2[CH3:40])=[N:12][CH:13]=1)C.Cl. The catalyst is CO. The product is [CH2:21]([C:20]([C:17]1[CH:18]=[CH:19][C:14]([C:11]2[N:10]=[CH:9][C:8]([CH2:7][C:6]([OH:41])=[O:5])=[CH:13][N:12]=2)=[C:15]([CH3:40])[CH:16]=1)([C:23]1[CH:28]=[CH:27][C:26]([CH2:29][CH2:30][CH:31]([OH:36])[C:32]([CH3:34])([CH3:35])[CH3:33])=[C:25]([CH3:37])[CH:24]=1)[CH2:38][CH3:39])[CH3:22]. The yield is 1.00. (2) The reactants are [I:1][C:2]1[CH:3]=[N:4][NH:5][CH:6]=1.C1(C)C=CC(S(O[CH2:17][C@H:18]2[CH2:22][O:21][C:20]([CH3:24])([CH3:23])[O:19]2)(=O)=O)=CC=1.C([O-])([O-])=O.[Cs+].[Cs+].CN(C=O)C. The catalyst is CCOC(C)=O. The yield is 0.960. The product is [CH3:23][C:20]1([CH3:24])[O:19][C@@H:18]([CH2:17][N:4]2[CH:3]=[C:2]([I:1])[CH:6]=[N:5]2)[CH2:22][O:21]1.